Dataset: Peptide-MHC class II binding affinity with 134,281 pairs from IEDB. Task: Regression. Given a peptide amino acid sequence and an MHC pseudo amino acid sequence, predict their binding affinity value. This is MHC class II binding data. (1) The peptide sequence is DCLLCAYSIEFGTNI. The MHC is HLA-DQA10401-DQB10402 with pseudo-sequence HLA-DQA10401-DQB10402. The binding affinity (normalized) is 0.497. (2) The peptide sequence is SVKEDLVAYGGSWKL. The MHC is DRB1_0901 with pseudo-sequence DRB1_0901. The binding affinity (normalized) is 0.733.